Dataset: Reaction yield outcomes from USPTO patents with 853,638 reactions. Task: Predict the reaction yield, written as a fraction of the theoretical maximum amount of product (1.0 means a 100% yield; for example, 0.34 means a 34% yield). (1) The reactants are [N:1]1[CH:6]=[CH:5][CH:4]=[CH:3][C:2]=1[CH:7]=[C:8]1[S:12][C:11](=[O:13])[NH:10][C:9]1=[O:14]. The catalyst is O1CCCC1.[Pd]. The product is [N:1]1[CH:6]=[CH:5][CH:4]=[CH:3][C:2]=1[CH2:7][CH:8]1[S:12][C:11](=[O:13])[NH:10][C:9]1=[O:14]. The yield is 0.160. (2) The product is [Cl:20][C:21]1[C:30]2[CH:29]=[CH:28][CH:27]=[CH:26][C:25]=2[C:24]2[O:35][CH2:34][CH2:33][CH2:32][C:23]=2[N:22]=1. The yield is 0.730. The reactants are C1(P(C2C=CC=CC=2)C2C=CC=CC=2)C=CC=CC=1.[Cl:20][C:21]1[C:30]2[C:25](=[CH:26][CH:27]=[CH:28][CH:29]=2)[C:24](O)=[C:23]([CH2:32][CH2:33][CH2:34][OH:35])[N:22]=1.N(C(OC(C)C)=O)=NC(OC(C)C)=O. The catalyst is C1COCC1. (3) The product is [OH:14][CH2:15][CH2:16][N:17]1[C:2]2[C:11](=[CH:10][CH:9]=[CH:8][C:3]=2[C:4]([O:6][CH3:7])=[O:5])[CH:12]=[N:18]1. The reactants are F[C:2]1[C:11]([CH:12]=O)=[CH:10][CH:9]=[CH:8][C:3]=1[C:4]([O:6][CH3:7])=[O:5].[OH:14][CH2:15][CH2:16][NH:17][NH2:18]. The yield is 0.650. The catalyst is CO. (4) The reactants are [C:1]([C:4]1[CH:23]=[CH:22][C:7]([NH:8][C:9]2[CH:14]=[CH:13][CH:12]=[C:11]([C:15]3[CH2:20][N:19]([CH3:21])[CH2:18][CH2:17][CH:16]=3)[CH:10]=2)=[C:6]([N+:24]([O-])=O)[CH:5]=1)(=[O:3])[CH3:2].[CH2:27](O)C. The catalyst is [Pd]. The product is [C:1]([C:4]1[CH:23]=[CH:22][C:7]2[N:8]([C:9]3[CH:14]=[CH:13][CH:12]=[C:11]([CH:15]4[CH2:16][CH2:17][CH2:18][N:19]([CH3:21])[CH2:20]4)[CH:10]=3)[CH:27]=[N:24][C:6]=2[CH:5]=1)(=[O:3])[CH3:2]. The yield is 0.500. (5) The reactants are CO[C:3]([C:5]1[CH:14]=[CH:13][C:8]2[NH:9][C:10](=[S:12])[NH:11][C:7]=2[CH:6]=1)=[O:4].Br[CH:16](Br)[CH3:17].Cl.[OH-].[Na+]. The catalyst is C(O)C.CN(C=O)C. The product is [S:12]1[CH2:17][CH2:16][N:9]2[C:8]3[CH:13]=[CH:14][C:5]([CH2:3][OH:4])=[CH:6][C:7]=3[N:11]=[C:10]12. The yield is 0.600. (6) The reactants are C(=O)(OC)[O:2][C:3]1[CH:8]=[C:7]([N+:9]([O-:11])=[O:10])[C:6]([F:12])=[CH:5][C:4]=1[C:13]([CH3:16])([CH3:15])[CH3:14].N1CCCCC1. The catalyst is C(Cl)Cl. The product is [C:13]([C:4]1[CH:5]=[C:6]([F:12])[C:7]([N+:9]([O-:11])=[O:10])=[CH:8][C:3]=1[OH:2])([CH3:16])([CH3:14])[CH3:15]. The yield is 0.620.